Predict which catalyst facilitates the given reaction. From a dataset of Catalyst prediction with 721,799 reactions and 888 catalyst types from USPTO. (1) Reactant: Cl.[NH2:2][C:3]1([C:8]([NH2:10])=[O:9])[CH2:7][CH2:6][CH2:5][CH2:4]1.[Cl:11][C:12]1[CH:20]=[CH:19][CH:18]=[CH:17][C:13]=1[C:14](Cl)=[O:15].C(N(CC)CC)C. Product: [NH2:10][C:8]([C:3]1([NH:2][C:14](=[O:15])[C:13]2[CH:17]=[CH:18][CH:19]=[CH:20][C:12]=2[Cl:11])[CH2:7][CH2:6][CH2:5][CH2:4]1)=[O:9]. The catalyst class is: 2. (2) Reactant: [Cl:1][C:2]1[N:10]=[C:9]2[C:5]([N:6]=[CH:7][N:8]2[CH:11]2[CH2:16][CH2:15][CH2:14][CH2:13][O:12]2)=[C:4](Cl)[N:3]=1.[C:18]([N:25]1[CH2:30][CH2:29][CH2:28][CH:27]([NH2:31])[CH2:26]1)([O:20][C:21]([CH3:24])([CH3:23])[CH3:22])=[O:19].C(N(C(C)C)CC)(C)C. Product: [C:21]([O:20][C:18]([N:25]1[CH2:30][CH2:29][CH2:28][CH:27]([NH:31][C:4]2[N:3]=[C:2]([Cl:1])[N:10]=[C:9]3[C:5]=2[N:6]=[CH:7][N:8]3[CH:11]2[CH2:16][CH2:15][CH2:14][CH2:13][O:12]2)[CH2:26]1)=[O:19])([CH3:24])([CH3:22])[CH3:23]. The catalyst class is: 114. (3) Reactant: [Cl:1][C:2]1[N:7]=[CH:6][C:5]([OH:8])=[CH:4][CH:3]=1.C(=O)([O-])[O-].[Na+].[Na+].[I:15]I.Cl. Product: [Cl:1][C:2]1[N:7]=[C:6]([I:15])[C:5]([OH:8])=[CH:4][CH:3]=1. The catalyst class is: 6. (4) Reactant: [OH:1][C:2]1[CH:10]=[C:9]([CH3:11])[CH:8]=[CH:7][C:3]=1[C:4]([OH:6])=[O:5].[C:12](=O)(O)[O-].[K+].CN(C)C=O.CI. Product: [CH3:12][O:5][C:4](=[O:6])[C:3]1[CH:7]=[CH:8][C:9]([CH3:11])=[CH:10][C:2]=1[OH:1]. The catalyst class is: 13. (5) Reactant: [F:1][CH:2]([F:37])[C:3]1[N:7]([C:8]2[CH:13]=[C:12]([N:14]3[CH2:19][CH2:18][O:17][CH2:16][CH2:15]3)[N:11]=[C:10]([NH:20][CH2:21][C@H:22]3[CH2:27][CH2:26][C@H:25]([N:28]4[CH2:31][CH:30](O)[CH2:29]4)[CH2:24][CH2:23]3)[N:9]=2)[C:6]2[CH:33]=[CH:34][CH:35]=[CH:36][C:5]=2[N:4]=1.[F-:38].S([O-])(ON(CCOC)CCOC)(=O)=O.O. Product: [F:37][CH:2]([F:1])[C:3]1[N:7]([C:8]2[CH:13]=[C:12]([N:14]3[CH2:15][CH2:16][O:17][CH2:18][CH2:19]3)[N:11]=[C:10]([NH:20][CH2:21][C@H:22]3[CH2:23][CH2:24][C@H:25]([N:28]4[CH2:31][CH:30]([F:38])[CH2:29]4)[CH2:26][CH2:27]3)[N:9]=2)[C:6]2[CH:33]=[CH:34][CH:35]=[CH:36][C:5]=2[N:4]=1. The catalyst class is: 68. (6) Product: [C:1]([C:3]([C:6]1[CH:7]=[C:8]([CH:12]=[CH:13][CH:14]=1)[C:9]([NH:15][C:16]1[CH:37]=[CH:36][CH:35]=[C:18]([O:19][C:20]2[CH:21]=[CH:22][C:23]3[N:24]([N:26]=[C:27]([NH:29][C:30]([CH:32]4[CH2:33][CH2:34]4)=[O:31])[N:28]=3)[CH:25]=2)[CH:17]=1)=[O:10])([CH3:5])[CH3:4])#[N:2]. The catalyst class is: 675. Reactant: [C:1]([C:3]([C:6]1[CH:7]=[C:8]([CH:12]=[CH:13][CH:14]=1)[C:9](Cl)=[O:10])([CH3:5])[CH3:4])#[N:2].[NH2:15][C:16]1[CH:17]=[C:18]([CH:35]=[CH:36][CH:37]=1)[O:19][C:20]1[CH:21]=[CH:22][C:23]2[N:24]([N:26]=[C:27]([NH:29][C:30]([CH:32]3[CH2:34][CH2:33]3)=[O:31])[N:28]=2)[CH:25]=1. (7) Product: [F:20][C:17]1[CH:18]=[CH:19][C:14]([N:9]2[CH:10]=[CH:11][C:12](=[O:13])[C:7]([C:5]3[N:28]([C:22]4[CH:27]=[CH:26][CH:25]=[CH:24][CH:23]=4)[N:2]=[CH:3][CH:4]=3)=[N:8]2)=[CH:15][CH:16]=1. The catalyst class is: 5. Reactant: C[N:2](C)[CH:3]=[CH:4][C:5]([C:7]1[C:12](=[O:13])[CH:11]=[CH:10][N:9]([C:14]2[CH:19]=[CH:18][C:17]([F:20])=[CH:16][CH:15]=2)[N:8]=1)=O.[C:22]1([NH:28]N)[CH:27]=[CH:26][CH:25]=[CH:24][CH:23]=1.